This data is from TCR-epitope binding with 47,182 pairs between 192 epitopes and 23,139 TCRs. The task is: Binary Classification. Given a T-cell receptor sequence (or CDR3 region) and an epitope sequence, predict whether binding occurs between them. (1) The epitope is YLQPRTFLL. The TCR CDR3 sequence is CATLGDTARQYF. Result: 0 (the TCR does not bind to the epitope). (2) The TCR CDR3 sequence is CASSILSNQPQHF. Result: 1 (the TCR binds to the epitope). The epitope is GILGFVFTL.